This data is from Peptide-MHC class I binding affinity with 185,985 pairs from IEDB/IMGT. The task is: Regression. Given a peptide amino acid sequence and an MHC pseudo amino acid sequence, predict their binding affinity value. This is MHC class I binding data. (1) The peptide sequence is DSPATLSAY. The MHC is HLA-B40:01 with pseudo-sequence HLA-B40:01. The binding affinity (normalized) is 0.0847. (2) The peptide sequence is AVYKTYGQY. The MHC is HLA-A11:01 with pseudo-sequence HLA-A11:01. The binding affinity (normalized) is 0.490.